From a dataset of Forward reaction prediction with 1.9M reactions from USPTO patents (1976-2016). Predict the product of the given reaction. (1) Given the reactants Br[C:2]1[C:3]([N:22]2[CH2:26][CH2:25][C@@H:24]([OH:27])[CH2:23]2)=[N:4][CH:5]=[C:6]([CH:21]=1)[C:7]([NH:9][C:10]1[CH:15]=[CH:14][C:13]([O:16][C:17]([F:20])([F:19])[F:18])=[CH:12][CH:11]=1)=[O:8].[F:28][C:29]1[CH:34]=[CH:33][N:32]=[CH:31][C:30]=1B1OC(C)(C)C(C)(C)O1, predict the reaction product. The product is: [F:28][C:29]1[CH:34]=[CH:33][N:32]=[CH:31][C:30]=1[C:2]1[C:3]([N:22]2[CH2:26][CH2:25][C@@H:24]([OH:27])[CH2:23]2)=[N:4][CH:5]=[C:6]([C:7]([NH:9][C:10]2[CH:11]=[CH:12][C:13]([O:16][C:17]([F:18])([F:20])[F:19])=[CH:14][CH:15]=2)=[O:8])[CH:21]=1. (2) Given the reactants [CH2:1]([O:8][C:9]1[C:14]2[N:15]([CH2:19][CH2:20][O:21][CH3:22])[C:16]([CH3:18])=[N:17][C:13]=2[CH:12]=[C:11]([C:23]([OH:25])=O)[CH:10]=1)[C:2]1[CH:7]=[CH:6][CH:5]=[CH:4][CH:3]=1.Cl.[CH3:27][NH:28][CH3:29].Cl.CN(C)CCCN=C=NCC.O.ON1C2C=CC=CC=2N=N1.C(N(CC)CC)C, predict the reaction product. The product is: [CH2:1]([O:8][C:9]1[C:14]2[N:15]([CH2:19][CH2:20][O:21][CH3:22])[C:16]([CH3:18])=[N:17][C:13]=2[CH:12]=[C:11]([C:23]([N:28]([CH3:29])[CH3:27])=[O:25])[CH:10]=1)[C:2]1[CH:7]=[CH:6][CH:5]=[CH:4][CH:3]=1.